From a dataset of Catalyst prediction with 721,799 reactions and 888 catalyst types from USPTO. Predict which catalyst facilitates the given reaction. (1) Reactant: Cl.[F:2][C:3]1[CH:8]=[CH:7][C:6]([C:9]2[O:13][N:12]=[C:11]([C@H:14]3[CH2:19][CH2:18][CH2:17][NH:16][CH2:15]3)[N:10]=2)=[CH:5][CH:4]=1.[F:20][C:21]1[CH:29]=[CH:28][C:24]([C:25](O)=[O:26])=[CH:23][N:22]=1.CCN=C=NCCCN(C)C.Cl.C1C=CC2N(O)N=NC=2C=1. Product: [F:2][C:3]1[CH:8]=[CH:7][C:6]([C:9]2[O:13][N:12]=[C:11]([C@H:14]3[CH2:19][CH2:18][CH2:17][N:16]([C:25]([C:24]4[CH:23]=[N:22][C:21]([F:20])=[CH:29][CH:28]=4)=[O:26])[CH2:15]3)[N:10]=2)=[CH:5][CH:4]=1. The catalyst class is: 4. (2) Reactant: [Cl:1][C:2]1[C:11]2[C:10]([S:12]([N:15]3[CH2:19][CH2:18][C@H:17]([NH2:20])[CH2:16]3)(=[O:14])=[O:13])=[CH:9][CH:8]=[CH:7][C:6]=2[CH:5]=[N:4][CH:3]=1.Cl. Product: [ClH:1].[Cl:1][C:2]1[C:11]2[C:10]([S:12]([N:15]3[CH2:19][CH2:18][C@H:17]([NH2:20])[CH2:16]3)(=[O:13])=[O:14])=[CH:9][CH:8]=[CH:7][C:6]=2[CH:5]=[N:4][CH:3]=1. The catalyst class is: 8. (3) Reactant: [NH2:1][C:2]1[C:12]([Cl:13])=[C:11]([CH:14]=O)[C:10]([O:16][C:17]([F:20])([F:19])[F:18])=[CH:9][C:3]=1[C:4]([O:6][CH2:7][CH3:8])=[O:5].[NH:21]1[CH2:26][CH2:25][CH2:24][C@H:23]([NH:27][C:28](=[O:34])[O:29][C:30]([CH3:33])([CH3:32])[CH3:31])[CH2:22]1. Product: [NH2:1][C:2]1[C:12]([Cl:13])=[C:11]([CH2:14][N:21]2[CH2:26][CH2:25][CH2:24][C@H:23]([NH:27][C:28]([O:29][C:30]([CH3:33])([CH3:32])[CH3:31])=[O:34])[CH2:22]2)[C:10]([O:16][C:17]([F:20])([F:19])[F:18])=[CH:9][C:3]=1[C:4]([O:6][CH2:7][CH3:8])=[O:5]. The catalyst class is: 2. (4) Reactant: Cl[C:2]1[CH:3]=[C:4]([C:17]2[N:22]=[C:21]([CH3:23])[N:20]=[C:19]([N:24]([CH2:34][C:35]3[CH:40]=[CH:39][C:38]([O:41][CH3:42])=[CH:37][CH:36]=3)[CH2:25][C:26]3[CH:31]=[CH:30][C:29]([O:32][CH3:33])=[CH:28][CH:27]=3)[N:18]=2)[C:5]([NH:8][C:9]2[CH:10]=[N:11][C:12]([O:15][CH3:16])=[CH:13][CH:14]=2)=[N:6][CH:7]=1.C1(P(C2CCCCC2)C2C=CC=CC=2C2C(C(C)C)=CC(C(C)C)=CC=2C(C)C)CCCCC1.C([Sn](CCCC)(CCCC)[C:82]1[CH:87]=[CH:86][CH:85]=[CH:84][N:83]=1)CCC. Product: [CH3:33][O:32][C:29]1[CH:30]=[CH:31][C:26]([CH2:25][N:24]([CH2:34][C:35]2[CH:40]=[CH:39][C:38]([O:41][CH3:42])=[CH:37][CH:36]=2)[C:19]2[N:20]=[C:21]([CH3:23])[N:22]=[C:17]([C:4]3[CH:3]=[C:2]([C:82]4[CH:87]=[CH:86][CH:85]=[CH:84][N:83]=4)[CH:7]=[N:6][C:5]=3[NH:8][C:9]3[CH:10]=[N:11][C:12]([O:15][CH3:16])=[CH:13][CH:14]=3)[N:18]=2)=[CH:27][CH:28]=1. The catalyst class is: 110.